This data is from Reaction yield outcomes from USPTO patents with 853,638 reactions. The task is: Predict the reaction yield, written as a fraction of the theoretical maximum amount of product (1.0 means a 100% yield; for example, 0.34 means a 34% yield). (1) The reactants are [CH3:1][O:2][NH:3][C:4]([C:6]1[C:7](=[O:29])[C:8]2[CH:13]=[N:12][C:11](S(C)(=O)=O)=[N:10][C:9]=2[N:18]([C:20]2[CH:21]=[C:22]3[C:26](=[CH:27][CH:28]=2)[CH2:25][CH2:24][CH2:23]3)[CH:19]=1)=[O:5].[CH3:30][S:31]([N:34]1[CH2:39][CH2:38][N:37]([CH2:40][CH2:41][C:42]2[CH:43]=[C:44]([NH2:48])[CH:45]=[CH:46][CH:47]=2)[CH2:36][CH2:35]1)(=[O:33])=[O:32]. The catalyst is O1CCOCC1.O.C(OCC)(=O)C.[O-]S(C(F)(F)F)(=O)=O.[Ag+]. The product is [CH3:1][O:2][NH:3][C:4]([C:6]1[C:7](=[O:29])[C:8]2[CH:13]=[N:12][C:11]([NH:48][C:44]3[CH:45]=[CH:46][CH:47]=[C:42]([CH2:41][CH2:40][N:37]4[CH2:38][CH2:39][N:34]([S:31]([CH3:30])(=[O:33])=[O:32])[CH2:35][CH2:36]4)[CH:43]=3)=[N:10][C:9]=2[N:18]([C:20]2[CH:21]=[C:22]3[C:26](=[CH:27][CH:28]=2)[CH2:25][CH2:24][CH2:23]3)[CH:19]=1)=[O:5]. The yield is 0.0800. (2) The reactants are [O:1]=[C:2]([C:10]1[CH:15]=[CH:14][N:13]=[N:12][CH:11]=1)[CH2:3]P(=O)(OC)OC.C(N(CC)CC)C.[Br:23][C:24]1[CH:31]=[CH:30][C:27]([CH:28]=O)=[CH:26][CH:25]=1. The catalyst is C1COCC1. The product is [Br:23][C:24]1[CH:31]=[CH:30][C:27](/[CH:28]=[CH:3]/[C:2]([C:10]2[CH:15]=[CH:14][N:13]=[N:12][CH:11]=2)=[O:1])=[CH:26][CH:25]=1. The yield is 0.0700. (3) The reactants are [C:1]([CH2:14][C:15]([CH2:18][CH2:19]I)([F:17])[F:16])([C:4]([C:7]([C:10]([F:13])([F:12])[F:11])([F:9])[F:8])([F:6])[F:5])([F:3])[F:2].S(=O)(=O)(O)[OH:22]. No catalyst specified. The product is [C:1]([CH2:14][C:15]([CH2:18][CH2:19][OH:22])([F:17])[F:16])([C:4]([C:7]([C:10]([F:13])([F:12])[F:11])([F:9])[F:8])([F:6])[F:5])([F:3])[F:2]. The yield is 0.906. (4) The reactants are Br[C:2]1[CH:16]=[CH:15][C:5]([CH2:6][N:7]2[C@H:12]([CH3:13])[CH2:11][CH2:10][CH2:9][C@@H:8]2[CH3:14])=[CH:4][CH:3]=1.[B:17]1([B:17]2[O:21][C:20]([CH3:23])([CH3:22])[C:19]([CH3:25])([CH3:24])[O:18]2)[O:21][C:20]([CH3:23])([CH3:22])[C:19]([CH3:25])([CH3:24])[O:18]1.C([O-])(=O)C.[K+]. The catalyst is O1CCOCC1.CS(C)=O.C(OCC)(=O)C. The product is [CH3:14][C@H:8]1[CH2:9][CH2:10][CH2:11][C@@H:12]([CH3:13])[N:7]1[CH2:6][C:5]1[CH:15]=[CH:16][C:2]([B:17]2[O:21][C:20]([CH3:23])([CH3:22])[C:19]([CH3:25])([CH3:24])[O:18]2)=[CH:3][CH:4]=1. The yield is 0.780.